Task: Predict the product of the given reaction.. Dataset: Forward reaction prediction with 1.9M reactions from USPTO patents (1976-2016) (1) Given the reactants [CH:1]([C:3]1[CH:8]=[N:7][CH:6]=[CH:5][N:4]=1)=[CH2:2].CO[CH2:11][N:12]([CH2:18][C:19]1[CH:24]=[CH:23][CH:22]=[CH:21][CH:20]=1)[CH2:13][Si](C)(C)C, predict the reaction product. The product is: [CH2:18]([N:12]1[CH2:13][CH2:2][CH:1]([C:3]2[CH:8]=[N:7][CH:6]=[CH:5][N:4]=2)[CH2:11]1)[C:19]1[CH:24]=[CH:23][CH:22]=[CH:21][CH:20]=1. (2) Given the reactants [CH3:1][N:2]1[C:6]([CH:7]2[CH2:12][CH:11]([C:13]3[O:17][NH:16][C:15](=[O:18])[CH:14]=3)[CH2:10][CH2:9][N:8]2[C:19]([O:21][CH2:22][C:23]2[CH:28]=[CH:27][CH:26]=[CH:25][CH:24]=2)=[O:20])=[N:5][N:4]=[N:3]1.CCCCCCC.CCO, predict the reaction product. The product is: [CH3:1][N:2]1[C:6]([C@H:7]2[CH2:12][C@@H:11]([C:13]3[O:17][NH:16][C:15](=[O:18])[CH:14]=3)[CH2:10][CH2:9][N:8]2[C:19]([O:21][CH2:22][C:23]2[CH:24]=[CH:25][CH:26]=[CH:27][CH:28]=2)=[O:20])=[N:5][N:4]=[N:3]1. (3) Given the reactants C([O:3][P:4]([O:38]CC)([CH2:6][C@H:7]1[O:11][C@@H:10]([N:12]2[CH:16]=[N:15][C:14]([C:17]([NH2:19])=[O:18])=[N:13]2)[C@H:9]([O:20]C(=O)C2C=CC=CC=2)[C@@H:8]1[O:29]C(=O)C1C=CC=CC=1)=[O:5])C.C(#N)C.Br[Si](C)(C)C, predict the reaction product. The product is: [OH:38][P:4]([OH:5])([CH2:6][C@H:7]1[O:11][C@@H:10]([N:12]2[CH:16]=[N:15][C:14]([C:17]([NH2:19])=[O:18])=[N:13]2)[C@H:9]([OH:20])[C@@H:8]1[OH:29])=[O:3]. (4) Given the reactants [CH3:1][O:2][C:3]1[CH:8]=[CH:7][C:6]([NH:9][C:10](=[NH:20])[CH2:11][C:12](=[O:19])[C:13]2[CH:18]=[CH:17][CH:16]=[CH:15][CH:14]=2)=[C:5]([CH3:21])[CH:4]=1.[C:22](OC)(=[O:25])[C:23]#[CH:24].C(OCC)C, predict the reaction product. The product is: [NH2:20][C:10]1[N:9]([C:6]2[CH:7]=[CH:8][C:3]([O:2][CH3:1])=[CH:4][C:5]=2[CH3:21])[C:22](=[O:25])[CH:23]=[CH:24][C:11]=1[C:12](=[O:19])[C:13]1[CH:14]=[CH:15][CH:16]=[CH:17][CH:18]=1.